This data is from Forward reaction prediction with 1.9M reactions from USPTO patents (1976-2016). The task is: Predict the product of the given reaction. The product is: [Cl:21][C:22]1[CH:30]=[CH:29][CH:28]=[C:27]2[C:23]=1[CH2:24][CH2:25][N:26]2[C@@H:31]([CH2:35][CH2:34][OH:33])[C:32]([NH:11][C:10]1[CH:5]=[CH:6][C:7]([S:12](=[O:14])(=[O:13])[NH:15][C:16]2[S:20][CH:19]=[CH:18][N:17]=2)=[CH:8][CH:9]=1)=[O:36]. Given the reactants C[Al](C)C.[CH:5]1[C:10]([NH2:11])=[CH:9][CH:8]=[C:7]([S:12]([NH:15][C:16]2[S:20][CH:19]=[CH:18][N:17]=2)(=[O:14])=[O:13])[CH:6]=1.[Cl:21][C:22]1[CH:30]=[CH:29][CH:28]=[C:27]2[C:23]=1[CH2:24][CH2:25][N:26]2[C@H:31]1[CH2:35][CH2:34][O:33][C:32]1=[O:36].Cl, predict the reaction product.